Task: Predict the product of the given reaction.. Dataset: Forward reaction prediction with 1.9M reactions from USPTO patents (1976-2016) (1) Given the reactants [CH2:1]([N+:3]1[C:11]2[C:6](=[CH:7][C:8]([S:12]([O-:15])(=[O:14])=[O:13])=[CH:9][CH:10]=2)[C:5]([CH3:24])([CH2:16][CH2:17][CH2:18][CH2:19][S:20]([OH:23])(=[O:22])=[O:21])[C:4]=1[CH3:25])[CH3:2].Cl.[C:27]1(NC=CC=CC=N[C:27]2[CH:32]=[CH:31]C=[CH:29][CH:28]=2)[CH:32]=[CH:31]C=[CH:29][CH:28]=1.C(OC(=O)C)(=O)C.[C:53]([CH2:56][CH2:57][CH2:58][CH2:59][CH2:60][N+:61]1[C:69]2[C:64](=[CH:65][C:66]([S:70]([O-:73])(=[O:72])=[O:71])=[CH:67][CH:68]=2)[C:63]([CH3:82])([CH2:74][CH2:75][CH2:76][CH2:77][S:78]([OH:81])(=[O:80])=[O:79])[C:62]=1[CH3:83])([OH:55])=[O:54], predict the reaction product. The product is: [C:53]([CH2:56][CH2:57][CH2:58][CH2:59][CH2:60][N:61]1[C:69]2[C:64](=[CH:65][C:66]([S:70]([OH:73])(=[O:72])=[O:71])=[CH:67][CH:68]=2)[C:63]([CH3:82])([CH2:74][CH2:75][CH2:76][CH2:77][S:78]([OH:81])(=[O:79])=[O:80])/[C:62]/1=[CH:83]\[CH:29]=[CH:28]\[CH:27]=[CH:32]\[CH:31]=[CH:25]\[C:4]1[C:5]([CH3:24])([CH2:16][CH2:17][CH2:18][CH2:19][S:20]([OH:23])(=[O:22])=[O:21])[C:6]2[C:11](=[CH:10][CH:9]=[C:8]([S:12]([O-:15])(=[O:13])=[O:14])[CH:7]=2)[N+:3]=1[CH2:1][CH3:2])([OH:55])=[O:54]. (2) Given the reactants [SH:1][CH2:2][CH2:3][NH:4][C:5](=[O:11])[O:6][C:7]([CH3:10])([CH3:9])[CH3:8].[CH2:12]([O:19][C:20]([NH:22]/[C:23](=[CH:28]\[C:29]1[CH:34]=[CH:33][CH:32]=[CH:31][CH:30]=1)/[C:24]([O:26][CH3:27])=[O:25])=[O:21])[C:13]1[CH:18]=[CH:17][CH:16]=[CH:15][CH:14]=1.C(N(CC)CC)C, predict the reaction product. The product is: [CH2:12]([O:19][C:20]([NH:22][CH:23]([CH:28]([S:1][CH2:2][CH2:3][NH:4][C:5]([O:6][C:7]([CH3:8])([CH3:10])[CH3:9])=[O:11])[C:29]1[CH:34]=[CH:33][CH:32]=[CH:31][CH:30]=1)[C:24]([O:26][CH3:27])=[O:25])=[O:21])[C:13]1[CH:14]=[CH:15][CH:16]=[CH:17][CH:18]=1. (3) The product is: [CH3:1][C:2]1[C:7]([CH3:8])=[CH:6][CH:5]=[CH:4][C:3]=1[O:9][C:17]([CH3:28])([CH3:27])[C:18]([C:20]1[CH:25]=[CH:24][C:23]([CH3:10])=[CH:22][CH:21]=1)=[O:19]. Given the reactants [CH3:1][C:2]1[C:7]([CH3:8])=[CH:6][CH:5]=[CH:4][C:3]=1[OH:9].[C:10](=O)([O-])[O-].[K+].[K+].Br[C:17]([CH3:28])([CH3:27])[C:18]([C:20]1[CH:25]=[CH:24][C:23](Br)=[CH:22][CH:21]=1)=[O:19].O, predict the reaction product.